From a dataset of Full USPTO retrosynthesis dataset with 1.9M reactions from patents (1976-2016). Predict the reactants needed to synthesize the given product. (1) Given the product [F:31][C:10]1[CH:9]=[C:8]([N:1]2[CH2:5][CH2:4][CH2:3][C:2]2=[O:6])[CH:13]=[CH:12][C:11]=1[C:14]([N:16]1[CH2:17][CH2:18][N:19]([C:22]2[C:27]([CH3:28])=[CH:26][C:25]([CH3:29])=[C:24]([CH3:30])[N:23]=2)[CH2:20][CH2:21]1)=[O:15], predict the reactants needed to synthesize it. The reactants are: [NH:1]1[CH2:5][CH2:4][CH2:3][C:2]1=[O:6].Br[C:8]1[CH:13]=[CH:12][C:11]([C:14]([N:16]2[CH2:21][CH2:20][N:19]([C:22]3[C:27]([CH3:28])=[CH:26][C:25]([CH3:29])=[C:24]([CH3:30])[N:23]=3)[CH2:18][CH2:17]2)=[O:15])=[C:10]([F:31])[CH:9]=1. (2) Given the product [CH3:30][N:26]1[C:27]2=[CH:28][N:1]([C:2]3[CH:3]=[C:4]([CH:10]=[CH:11][C:12]=3[OH:13])[C:5]([O:7][CH2:8][CH3:9])=[O:6])[C:14]([C:15]3[CH:16]=[CH:17][CH:18]=[CH:19][CH:20]=3)=[C:22]2[C:23](=[O:33])[N:24]([CH3:32])[C:25]1=[O:31], predict the reactants needed to synthesize it. The reactants are: [NH2:1][C:2]1[CH:3]=[C:4]([CH:10]=[CH:11][C:12]=1[OH:13])[C:5]([O:7][CH2:8][CH3:9])=[O:6].[C:14]([C:22]1[C:23](=[O:33])[N:24]([CH3:32])[C:25](=[O:31])[N:26]([CH3:30])[C:27]=1[CH2:28]Br)(=O)[C:15]1[CH:20]=[CH:19][CH:18]=[CH:17][CH:16]=1. (3) Given the product [CH3:20][C:19]1[S:21][C:2]2[CH2:17][CH2:16][C:5]3=[C:6]([C:11]([O:13][CH2:14][CH3:15])=[O:12])[S:7][C:8]([S:9][CH3:10])=[C:4]3[C:3]=2[N:22]=1, predict the reactants needed to synthesize it. The reactants are: Br[CH:2]1[CH2:17][CH2:16][C:5]2=[C:6]([C:11]([O:13][CH2:14][CH3:15])=[O:12])[S:7][C:8]([S:9][CH3:10])=[C:4]2[C:3]1=O.[C:19]([NH2:22])(=[S:21])[CH3:20]. (4) The reactants are: [Br:1][C:2]1[CH:3]=[CH:4][C:5]2[O:16][C:8]3([CH2:13][CH2:12][CH:11]([O:14][CH3:15])[CH2:10][CH2:9]3)[C:7](=[N:17]S(C(C)(C)C)=O)[C:6]=2[CH:24]=1.CCOCC. Given the product [Br:1][C:2]1[CH:3]=[CH:4][C:5]2[O:16][C:8]3([CH2:9][CH2:10][CH:11]([O:14][CH3:15])[CH2:12][CH2:13]3)[C:7](=[NH:17])[C:6]=2[CH:24]=1, predict the reactants needed to synthesize it. (5) The reactants are: Br[C:2]1[CH:11]=[CH:10][CH:9]=[C:8]2[C:3]=1[CH2:4][CH2:5][N:6]([C:12](=[O:17])[C:13]([F:16])([F:15])[F:14])[CH2:7]2.C(Cl)Cl.C1C=CC=CC=1.[Br-].[CH2:28]([O:30][C:31](=[O:36])[CH2:32][CH2:33][CH2:34][Zn+])[CH3:29]. Given the product [F:14][C:13]([F:16])([F:15])[C:12]([N:6]1[CH2:5][CH2:4][C:3]2[C:8](=[CH:9][CH:10]=[CH:11][C:2]=2[CH2:34][CH2:33][CH2:32][C:31]([O:30][CH2:28][CH3:29])=[O:36])[CH2:7]1)=[O:17], predict the reactants needed to synthesize it. (6) Given the product [Br:1][C:2]1[CH:3]=[C:4]([CH:15]=[C:16]([Cl:18])[CH:17]=1)[O:5][C:6]1[C:7]2[N:14]=[CH:19][NH:13][C:8]=2[CH:9]=[CH:10][C:11]=1[Cl:12], predict the reactants needed to synthesize it. The reactants are: [Br:1][C:2]1[CH:3]=[C:4]([CH:15]=[C:16]([Cl:18])[CH:17]=1)[O:5][C:6]1[C:11]([Cl:12])=[CH:10][CH:9]=[C:8]([NH2:13])[C:7]=1[NH2:14].[CH:19](O)=O.